This data is from Reaction yield outcomes from USPTO patents with 853,638 reactions. The task is: Predict the reaction yield, written as a fraction of the theoretical maximum amount of product (1.0 means a 100% yield; for example, 0.34 means a 34% yield). The reactants are Cl.[NH2:2][CH2:3][C:4]1[CH:5]=[C:6]2[C:10](=[CH:11][CH:12]=1)[C:9](=[O:13])[N:8]([CH:14]1[CH2:19][CH2:18][C:17](=[O:20])[NH:16][C:15]1=[O:21])[C:7]2=[O:22].[CH2:23]([N:26]=[C:27]=[O:28])[CH2:24][CH3:25].CCN(C(C)C)C(C)C. The catalyst is C1COCC1. The product is [O:21]=[C:15]1[CH:14]([N:8]2[C:7](=[O:22])[C:6]3[C:10](=[CH:11][CH:12]=[C:4]([CH2:3][NH:2][C:27]([NH:26][CH2:23][CH2:24][CH3:25])=[O:28])[CH:5]=3)[C:9]2=[O:13])[CH2:19][CH2:18][C:17](=[O:20])[NH:16]1. The yield is 0.290.